From a dataset of Reaction yield outcomes from USPTO patents with 853,638 reactions. Predict the reaction yield, written as a fraction of the theoretical maximum amount of product (1.0 means a 100% yield; for example, 0.34 means a 34% yield). The reactants are [CH3:1][O:2][C:3]1[CH:10]=[CH:9][C:6]([CH:7]=O)=[CH:5][CH:4]=1.[CH3:11][C:12](=[O:18])[CH2:13][CH2:14][CH2:15][CH2:16][CH3:17]. No catalyst specified. The product is [CH3:1][O:2][C:3]1[CH:10]=[CH:9][C:6](/[CH:7]=[C:13](\[CH2:14][CH2:15][CH2:16][CH3:17])/[C:12](=[O:18])[CH3:11])=[CH:5][CH:4]=1. The yield is 0.240.